From a dataset of NCI-60 drug combinations with 297,098 pairs across 59 cell lines. Regression. Given two drug SMILES strings and cell line genomic features, predict the synergy score measuring deviation from expected non-interaction effect. (1) Drug 1: CCC1=CC2CC(C3=C(CN(C2)C1)C4=CC=CC=C4N3)(C5=C(C=C6C(=C5)C78CCN9C7C(C=CC9)(C(C(C8N6C)(C(=O)OC)O)OC(=O)C)CC)OC)C(=O)OC.C(C(C(=O)O)O)(C(=O)O)O. Drug 2: C1C(C(OC1N2C=NC(=NC2=O)N)CO)O. Cell line: UACC62. Synergy scores: CSS=43.4, Synergy_ZIP=-3.31, Synergy_Bliss=-5.18, Synergy_Loewe=-8.92, Synergy_HSA=-3.67. (2) Cell line: NCIH23. Drug 1: C1C(C(OC1N2C=C(C(=O)NC2=O)F)CO)O. Synergy scores: CSS=14.8, Synergy_ZIP=-2.39, Synergy_Bliss=-1.98, Synergy_Loewe=-89.7, Synergy_HSA=-3.37. Drug 2: CN1C(=O)N2C=NC(=C2N=N1)C(=O)N. (3) Drug 1: COC1=C2C(=CC3=C1OC=C3)C=CC(=O)O2. Drug 2: CCC1(C2=C(COC1=O)C(=O)N3CC4=CC5=C(C=CC(=C5CN(C)C)O)N=C4C3=C2)O.Cl. Cell line: HT29. Synergy scores: CSS=1.85, Synergy_ZIP=-13.5, Synergy_Bliss=-31.2, Synergy_Loewe=-56.3, Synergy_HSA=-30.7. (4) Drug 1: C1=NC2=C(N1)C(=S)N=C(N2)N. Drug 2: CC(C)(C#N)C1=CC(=CC(=C1)CN2C=NC=N2)C(C)(C)C#N. Cell line: PC-3. Synergy scores: CSS=19.8, Synergy_ZIP=-9.98, Synergy_Bliss=-3.03, Synergy_Loewe=-4.66, Synergy_HSA=-3.34. (5) Synergy scores: CSS=-4.34, Synergy_ZIP=-0.958, Synergy_Bliss=-5.31, Synergy_Loewe=-14.8, Synergy_HSA=-8.66. Drug 2: C1CN(P(=O)(OC1)NCCCl)CCCl. Cell line: SK-MEL-2. Drug 1: CC(C1=C(C=CC(=C1Cl)F)Cl)OC2=C(N=CC(=C2)C3=CN(N=C3)C4CCNCC4)N. (6) Drug 1: C1CCN(CC1)CCOC2=CC=C(C=C2)C(=O)C3=C(SC4=C3C=CC(=C4)O)C5=CC=C(C=C5)O. Drug 2: C1=CC(=CC=C1C#N)C(C2=CC=C(C=C2)C#N)N3C=NC=N3. Cell line: SR. Synergy scores: CSS=-4.24, Synergy_ZIP=-0.827, Synergy_Bliss=-6.01, Synergy_Loewe=-9.00, Synergy_HSA=-9.49. (7) Drug 1: CN1CCC(CC1)COC2=C(C=C3C(=C2)N=CN=C3NC4=C(C=C(C=C4)Br)F)OC. Drug 2: C1CN1P(=S)(N2CC2)N3CC3. Cell line: MDA-MB-435. Synergy scores: CSS=-7.01, Synergy_ZIP=0.232, Synergy_Bliss=-4.86, Synergy_Loewe=-7.79, Synergy_HSA=-7.43. (8) Drug 1: CN1C(=O)N2C=NC(=C2N=N1)C(=O)N. Drug 2: CC1C(C(CC(O1)OC2CC(CC3=C2C(=C4C(=C3O)C(=O)C5=CC=CC=C5C4=O)O)(C(=O)C)O)N)O. Cell line: SN12C. Synergy scores: CSS=33.4, Synergy_ZIP=-4.78, Synergy_Bliss=-7.52, Synergy_Loewe=-6.82, Synergy_HSA=-4.19.